Dataset: Peptide-MHC class II binding affinity with 134,281 pairs from IEDB. Task: Regression. Given a peptide amino acid sequence and an MHC pseudo amino acid sequence, predict their binding affinity value. This is MHC class II binding data. (1) The peptide sequence is AVIRGKKGAGGITIK. The MHC is HLA-DQA10101-DQB10501 with pseudo-sequence HLA-DQA10101-DQB10501. The binding affinity (normalized) is 0.0321. (2) The peptide sequence is PADKYRTFVATFGAA. The MHC is HLA-DQA10104-DQB10503 with pseudo-sequence HLA-DQA10104-DQB10503. The binding affinity (normalized) is 0.331. (3) The peptide sequence is GSLKTALTGAMRVTK. The MHC is HLA-DQA10201-DQB10301 with pseudo-sequence HLA-DQA10201-DQB10301. The binding affinity (normalized) is 0.770. (4) The peptide sequence is PEVKYAVFEAALTKA. The MHC is DRB1_0405 with pseudo-sequence DRB1_0405. The binding affinity (normalized) is 0.720. (5) The peptide sequence is APPPQLPRPPATPPP. The MHC is HLA-DQA10401-DQB10402 with pseudo-sequence HLA-DQA10401-DQB10402. The binding affinity (normalized) is 0. (6) The peptide sequence is VVDLSKMRAVWVDGK. The MHC is HLA-DPA10201-DPB10101 with pseudo-sequence HLA-DPA10201-DPB10101. The binding affinity (normalized) is 0.239. (7) The peptide sequence is AGFKGEAGPKGEP. The MHC is DRB1_0401 with pseudo-sequence DRB1_0401. The binding affinity (normalized) is 0.561.